Dataset: Catalyst prediction with 721,799 reactions and 888 catalyst types from USPTO. Task: Predict which catalyst facilitates the given reaction. (1) Reactant: [NH2:1][C:2]1[C:7]2[C:8]([C:11]3[CH:16]=[CH:15][C:14]([NH:17][C:18]([C:20]4[N:21]([CH3:29])[C:22]5[C:27]([CH:28]=4)=[CH:26][CH:25]=[CH:24][CH:23]=5)=[O:19])=[C:13]([O:30][CH3:31])[CH:12]=3)=[CH:9][S:10][C:6]=2[C:5](/[CH:32]=[CH:33]/[CH2:34][CH2:35][N:36]2[CH2:41][CH2:40][CH:39]([NH:42]C(=O)OC(C)(C)C)[CH2:38][CH2:37]2)=[CH:4][N:3]=1.CC[NH+](CC)CC.CC[NH+](CC)CC.C([O-])([O-])=O. Product: [NH2:1][C:2]1[C:7]2[C:8]([C:11]3[CH:16]=[CH:15][C:14]([NH:17][C:18]([C:20]4[N:21]([CH3:29])[C:22]5[C:27]([CH:28]=4)=[CH:26][CH:25]=[CH:24][CH:23]=5)=[O:19])=[C:13]([O:30][CH3:31])[CH:12]=3)=[CH:9][S:10][C:6]=2[C:5](/[CH:32]=[CH:33]/[CH2:34][CH2:35][N:36]2[CH2:37][CH2:38][CH:39]([NH2:42])[CH2:40][CH2:41]2)=[CH:4][N:3]=1. The catalyst class is: 4. (2) Reactant: [Br:1][C:2]1[CH:7]=[CH:6][CH:5]=[CH:4][C:3]=1[NH:8][C:9](=[O:19])[C:10]([C:12]1[CH:17]=[CH:16][C:15]([CH3:18])=[CH:14][CH:13]=1)=[O:11].[BH4-].[Na+].[Cl-].[NH4+]. Product: [Br:1][C:2]1[CH:7]=[CH:6][CH:5]=[CH:4][C:3]=1[NH:8][C:9](=[O:19])[CH:10]([OH:11])[C:12]1[CH:13]=[CH:14][C:15]([CH3:18])=[CH:16][CH:17]=1. The catalyst class is: 8. (3) Reactant: [CH3:1][O:2][C:3]1[CH:4]=[C:5]2[C:10](=[CH:11][C:12]=1[O:13][CH3:14])[N:9]=[CH:8][CH:7]=[C:6]2[O:15][C:16]1[CH:22]=[CH:21][C:19]([NH2:20])=[CH:18][CH:17]=1.Cl[C:24](Cl)([O:26][C:27](=[O:33])OC(Cl)(Cl)Cl)Cl.[CH:35]1(O)[CH2:39]C[CH2:37][CH2:36]1.C(=O)(O)[O-].[Na+]. Product: [CH3:1][O:2][C:3]1[CH:4]=[C:5]2[C:10](=[CH:11][C:12]=1[O:13][CH3:14])[N:9]=[CH:8][CH:7]=[C:6]2[O:15][C:16]1[CH:22]=[CH:21][C:19]([NH:20][C:27](=[O:33])[O:26][CH:24]2[CH2:37][CH2:36][CH2:35][CH2:39]2)=[CH:18][CH:17]=1. The catalyst class is: 208.